This data is from Forward reaction prediction with 1.9M reactions from USPTO patents (1976-2016). The task is: Predict the product of the given reaction. (1) Given the reactants C([O:8][C:9](=[O:30])[CH2:10][C:11]1[CH2:20][CH2:19][C:18]2[C:13](=[CH:14][C:15]([O:21][CH3:22])=[CH:16][CH:17]=2)[C:12]=1[CH2:23][C:24]1[CH:29]=[CH:28][CH:27]=[CH:26][CH:25]=1)C1C=CC=CC=1, predict the reaction product. The product is: [CH2:23]([CH:12]1[C:13]2[C:18](=[CH:17][CH:16]=[C:15]([O:21][CH3:22])[CH:14]=2)[CH2:19][CH2:20][CH:11]1[CH2:10][C:9]([OH:30])=[O:8])[C:24]1[CH:29]=[CH:28][CH:27]=[CH:26][CH:25]=1. (2) The product is: [C:8]1([C:4]2[CH:3]=[CH:2][CH:7]=[CH:6][CH:5]=2)[CH:13]=[CH:12][CH:11]=[C:10]([S:18]([NH2:21])(=[O:19])=[O:20])[CH:9]=1. Given the reactants N[C:2]1[CH:3]=[C:4]([C:8]2[C:13](OC)=[C:12](C=O)[CH:11]=[C:10]([S:18]([NH2:21])(=[O:20])=[O:19])[CH:9]=2)[CH:5]=[CH:6][CH:7]=1.N1C=CC=C(CCC(Cl)=O)C=1, predict the reaction product.